Dataset: Full USPTO retrosynthesis dataset with 1.9M reactions from patents (1976-2016). Task: Predict the reactants needed to synthesize the given product. (1) The reactants are: [C:1](/[CH:3]=[CH:4]/[S:5]([C:8]1[CH:13]=[CH:12][C:11]([C:14]([CH3:19])([CH3:18])[C:15]([OH:17])=O)=[CH:10][CH:9]=1)(=[O:7])=[O:6])#[N:2].C([O:24][C:25](=[O:35])[CH2:26][O:27][C:28]1[CH:33]=[CH:32][CH:31]=[C:30]([NH2:34])[CH:29]=1)(C)(C)C.Cl.CN(C)CCCN=C=NCC.ON1C2C=CC=CC=2N=N1.FC(F)(F)C(O)=O. Given the product [C:1](/[CH:3]=[CH:4]/[S:5]([C:8]1[CH:9]=[CH:10][C:11]([C:14]([CH3:19])([CH3:18])[C:15]([NH:34][C:30]2[CH:29]=[C:28]([CH:33]=[CH:32][CH:31]=2)[O:27][CH2:26][C:25]([OH:35])=[O:24])=[O:17])=[CH:12][CH:13]=1)(=[O:6])=[O:7])#[N:2], predict the reactants needed to synthesize it. (2) Given the product [N:1]1[CH:6]=[CH:5][CH:4]=[C:3]([C:7]2[O:8][C:9]([C:13]3[N:18]=[C:17]([C:19]4[N:20]=[CH:21][CH:22]=[CH:23][N:24]=4)[CH:16]=[CH:15][CH:14]=3)=[CH:10][N:11]=2)[CH:2]=1, predict the reactants needed to synthesize it. The reactants are: [N:1]1[CH:6]=[CH:5][CH:4]=[C:3]([C:7]2[O:8][CH:9]=[CH:10][N:11]=2)[CH:2]=1.Br[C:13]1[N:18]=[C:17]([C:19]2[N:24]=[CH:23][CH:22]=[CH:21][N:20]=2)[CH:16]=[CH:15][CH:14]=1.C(=O)([O-])[O-].[K+].[K+]. (3) Given the product [Cl:1][C:2]1[CH:7]=[C:6]2[NH:8][C:9](=[O:38])[C:10]3([CH:15]([C:16]4[CH:21]=[CH:20][CH:19]=[C:18]([Cl:22])[CH:17]=4)[CH2:14][C:13](=[O:23])[NH:12][CH:11]3[C:24]3[CH:29]=[C:28]([I:30])[CH:27]=[CH:26][C:25]=3[O:31][CH:32]3[CH2:33][CH2:34][N:35]([CH2:47][C:48]([O:50][CH3:51])=[O:49])[CH2:36][CH2:37]3)[C:5]2=[CH:4][CH:3]=1, predict the reactants needed to synthesize it. The reactants are: [Cl:1][C:2]1[CH:7]=[C:6]2[NH:8][C:9](=[O:38])[C:10]3([CH:15]([C:16]4[CH:21]=[CH:20][CH:19]=[C:18]([Cl:22])[CH:17]=4)[CH2:14][C:13](=[O:23])[NH:12][CH:11]3[C:24]3[CH:29]=[C:28]([I:30])[CH:27]=[CH:26][C:25]=3[O:31][CH:32]3[CH2:37][CH2:36][NH:35][CH2:34][CH2:33]3)[C:5]2=[CH:4][CH:3]=1.C(N(CC)CC)C.Br[CH2:47][C:48]([O:50][CH3:51])=[O:49]. (4) Given the product [NH2:1][C:4]1[CH:5]=[CH:6][C:7]([N:10]2[CH2:11][CH2:12][N:13]([C:16]([O:18][CH2:19][C:20]([NH:22][CH3:23])=[O:21])=[O:17])[CH2:14][CH2:15]2)=[N:8][CH:9]=1, predict the reactants needed to synthesize it. The reactants are: [N+:1]([C:4]1[CH:5]=[CH:6][C:7]([N:10]2[CH2:15][CH2:14][N:13]([C:16]([O:18][CH2:19][C:20]([NH:22][CH3:23])=[O:21])=[O:17])[CH2:12][CH2:11]2)=[N:8][CH:9]=1)([O-])=O. (5) Given the product [CH2:1]([C:3]1[N:4]([CH2:16][C:17]2[CH:34]=[CH:33][C:20]3/[C:21](=[CH:30]/[C:31]#[N:32])/[C:22]4[CH:29]=[CH:28][CH:27]=[CH:26][C:23]=4[CH2:24][CH2:25][C:19]=3[CH:18]=2)[C:5]2[C:10]([C:11]=1[CH3:12])=[CH:9][CH:8]=[CH:7][CH:6]=2)[CH3:2], predict the reactants needed to synthesize it. The reactants are: [CH2:1]([C:3]1[NH:4][C:5]2[C:10]([C:11]=1[CH3:12])=[CH:9][CH:8]=[CH:7][CH:6]=2)[CH3:2].[H-].[Na+].Br[CH2:16][C:17]1[CH:34]=[CH:33][C:20]2/[C:21](=[CH:30]/[C:31]#[N:32])/[C:22]3[CH:29]=[CH:28][CH:27]=[CH:26][C:23]=3[CH2:24][CH2:25][C:19]=2[CH:18]=1.O. (6) Given the product [O:70]=[C:69]1[NH:68][C:67]2[CH:71]=[CH:72][CH:73]=[CH:74][C:66]=2[C:65]([C:75]2[CH:76]=[CH:77][CH:78]=[CH:79][CH:80]=2)=[N:64][CH:63]1[NH:62][C:9]([C:11]1[C:15]([CH3:16])=[C:14]([NH:17][C:28](=[O:33])[C:29]2[CH:31]=[CH:5][CH:4]=[CH:3][C:30]=2[Cl:35])[N:13]([C:18]2[CH:23]=[CH:22][CH:21]=[CH:20][N:19]=2)[N:12]=1)=[O:10], predict the reactants needed to synthesize it. The reactants are: N1[CH:5]=[CH:4][CH:3]=N1.C(O[C:9]([C:11]1[C:15]([CH3:16])=[C:14]([NH2:17])[N:13]([C:18]2[CH:23]=[CH:22][CH:21]=[CH:20][N:19]=2)[N:12]=1)=[O:10])C.C(OC(=O)[C:28](=[O:33])[CH:29]([C:31]#N)[CH3:30])C.[ClH:35].Cl.N(C1C=CC=CN=1)N.NC1N(C(OC(C)(C)C)=O)N=C(C(OC)=O)C=1.[NH2:62][CH:63]1[C:69](=[O:70])[NH:68][C:67]2[CH:71]=[CH:72][CH:73]=[CH:74][C:66]=2[C:65]([C:75]2[CH:80]=[CH:79][CH:78]=[CH:77][CH:76]=2)=[N:64]1. (7) Given the product [Cl:1][C:2]1[CH:10]=[CH:9][C:8]([C:11]2[C:12]([C@@H:24]([NH:34][C:35](=[O:52])[CH2:36][N:37]3[C:41]4[C:42]([F:46])([F:47])[C@@H:43]5[CH2:45][C@@H:44]5[C:40]=4[C:39]([C:48]([F:51])([F:50])[F:49])=[N:38]3)[CH2:25][C:26]3[CH:31]=[C:30]([F:32])[CH:29]=[C:28]([F:33])[CH:27]=3)=[N:13][C:14]([C:17]#[C:18][CH:61]3[CH2:65][CH2:64][NH:63][CH2:62]3)=[CH:15][CH:16]=2)=[C:7]2[C:3]=1[C:4]([NH:54][S:55]([CH3:58])(=[O:56])=[O:57])=[N:5][N:6]2[CH3:53], predict the reactants needed to synthesize it. The reactants are: [Cl:1][C:2]1[CH:10]=[CH:9][C:8]([C:11]2[C:12]([C@@H:24]([NH:34][C:35](=[O:52])[CH2:36][N:37]3[C:41]4[C:42]([F:47])([F:46])[C@@H:43]5[CH2:45][C@@H:44]5[C:40]=4[C:39]([C:48]([F:51])([F:50])[F:49])=[N:38]3)[CH2:25][C:26]3[CH:31]=[C:30]([F:32])[CH:29]=[C:28]([F:33])[CH:27]=3)=[N:13][C:14]([C:17]#[C:18]C3CCCN3)=[CH:15][CH:16]=2)=[C:7]2[C:3]=1[C:4]([NH:54][S:55]([CH3:58])(=[O:57])=[O:56])=[N:5][N:6]2[CH3:53].C([CH:61]1[CH2:65][CH2:64][N:63](C(OC(C)(C)C)=O)[CH2:62]1)#C. (8) Given the product [CH2:8]([NH:7][C@@H:5]([CH:1]1[CH2:4][CH2:3][CH2:2]1)[CH3:6])[C:9]1[CH:14]=[CH:13][CH:12]=[CH:11][CH:10]=1, predict the reactants needed to synthesize it. The reactants are: [CH:1]1([C@@H:5]([NH2:7])[CH3:6])[CH2:4][CH2:3][CH2:2]1.[CH:8](=O)[C:9]1[CH:14]=[CH:13][CH:12]=[CH:11][CH:10]=1.[BH-](OC(C)=O)(OC(C)=O)OC(C)=O.[Na+]. (9) Given the product [Cl:34][C:35]1[N:40]=[C:39]([C:41]2[S:45][C:44]([N:46]3[CH2:47][CH2:48][O:49][CH2:50][CH2:51]3)=[N:43][C:42]=2[C:52]2[C:53]([F:59])=[C:54]([NH:55][S:65]([C:61]3[O:60][CH:64]=[CH:63][CH:62]=3)(=[O:67])=[O:66])[CH:56]=[CH:57][CH:58]=2)[CH:38]=[CH:37][N:36]=1, predict the reactants needed to synthesize it. The reactants are: ClC1N=C(C2SC(C(C)C)=NC=2C2C=C(NS(C3C(F)=CC=CC=3F)(=O)=O)C=CC=2)C=CN=1.[Cl:34][C:35]1[N:40]=[C:39]([C:41]2[S:45][C:44]([N:46]3[CH2:51][CH2:50][O:49][CH2:48][CH2:47]3)=[N:43][C:42]=2[C:52]2[C:53]([F:59])=[C:54]([CH:56]=[CH:57][CH:58]=2)[NH2:55])[CH:38]=[CH:37][N:36]=1.[O:60]1[CH:64]=[CH:63][CH:62]=[C:61]1[S:65](Cl)(=[O:67])=[O:66].